Task: Regression. Given a peptide amino acid sequence and an MHC pseudo amino acid sequence, predict their binding affinity value. This is MHC class I binding data.. Dataset: Peptide-MHC class I binding affinity with 185,985 pairs from IEDB/IMGT (1) The peptide sequence is RRYIRGEQL. The binding affinity (normalized) is 0.495. The MHC is Mamu-B08 with pseudo-sequence Mamu-B08. (2) The peptide sequence is RVYADPMALK. The MHC is HLA-A68:01 with pseudo-sequence HLA-A68:01. The binding affinity (normalized) is 0.743. (3) The peptide sequence is RLKRMAISG. The MHC is HLA-A30:01 with pseudo-sequence HLA-A30:01. The binding affinity (normalized) is 0.544.